From a dataset of Full USPTO retrosynthesis dataset with 1.9M reactions from patents (1976-2016). Predict the reactants needed to synthesize the given product. (1) Given the product [CH2:1]([O:4][N:5]([C:16]([CH3:19])([CH3:18])[CH3:17])[C:6]([CH3:15])([CH3:14])[C:7]([NH:9][C:10]([CH3:13])([CH3:12])[CH3:11])=[O:8])[C:2](=[CH2:20])[CH3:3], predict the reactants needed to synthesize it. The reactants are: [CH2:1]([O:4][N:5]([C:16]([CH3:19])([CH3:18])[CH3:17])[C:6]([CH3:15])([CH3:14])[C:7]([NH:9][C:10]([CH3:13])([CH3:12])[CH3:11])=[O:8])[CH:2]=[CH2:3].[C:20](N(C(C)(C)C(NC(C)(C)C)=O)O)(C)(C)C.C(Cl)C(=C)C. (2) Given the product [BrH:23].[Cl:1][C:2]1[CH:3]=[C:4]([CH:19]=[CH:20][C:21]=1[Cl:22])[CH2:5][NH:6][C:7]1[C:16]2[C:11](=[C:12]([N:17]3[CH2:28][CH2:27][O:26][CH2:25][CH2:24]3)[CH:13]=[CH:14][CH:15]=2)[N:10]=[C:9]([CH3:18])[CH:8]=1, predict the reactants needed to synthesize it. The reactants are: [Cl:1][C:2]1[CH:3]=[C:4]([CH:19]=[CH:20][C:21]=1[Cl:22])[CH2:5][NH:6][C:7]1[C:16]2[C:11](=[C:12]([NH2:17])[CH:13]=[CH:14][CH:15]=2)[N:10]=[C:9]([CH3:18])[CH:8]=1.[Br:23][CH2:24][CH2:25][O:26][CH2:27][CH2:28]Br.O. (3) Given the product [CH3:5][C:3]([C:6]1[O:10][N:9]=[C:8]([NH:11][C:12]([NH:14][C:15]2[CH:16]=[CH:17][C:18]([C:21]3[N:22]=[C:23]4[N:27]([CH:28]=3)[C:26]3[CH:29]=[CH:30][C:31]([O:33][CH2:34][CH2:35][N:36]5[CH2:37][CH2:38][O:39][CH2:40][CH2:41]5)=[CH:32][C:25]=3[S:24]4)=[CH:19][CH:20]=2)=[O:13])[CH:7]=1)([CH3:4])[CH:2]=[O:1], predict the reactants needed to synthesize it. The reactants are: [OH:1][CH2:2][C:3]([C:6]1[O:10][N:9]=[C:8]([NH:11][C:12]([NH:14][C:15]2[CH:20]=[CH:19][C:18]([C:21]3[N:22]=[C:23]4[N:27]([CH:28]=3)[C:26]3[CH:29]=[CH:30][C:31]([O:33][CH2:34][CH2:35][N:36]5[CH2:41][CH2:40][O:39][CH2:38][CH2:37]5)=[CH:32][C:25]=3[S:24]4)=[CH:17][CH:16]=2)=[O:13])[CH:7]=1)([CH3:5])[CH3:4].CC(OI1(OC(C)=O)(OC(C)=O)OC(=O)C2C=CC=CC1=2)=O. (4) Given the product [OH:23][C:19]1([C:15]2[N:14]=[C:13]([CH2:12][N:9]3[C:4]4[N:5]=[C:6]([NH2:8])[N:7]=[C:2]([C:24]5[CH:29]=[CH:28][CH:27]=[CH:26][CH:25]=5)[C:3]=4[N:11]=[N:10]3)[CH:18]=[CH:17][CH:16]=2)[CH2:22][CH2:21][CH2:20]1, predict the reactants needed to synthesize it. The reactants are: Cl[C:2]1[C:3]2[N:11]=[N:10][N:9]([CH2:12][C:13]3[CH:18]=[CH:17][CH:16]=[C:15]([C:19]4([OH:23])[CH2:22][CH2:21][CH2:20]4)[N:14]=3)[C:4]=2[N:5]=[C:6]([NH2:8])[N:7]=1.[C:24]1(B(O)O)[CH:29]=[CH:28][CH:27]=[CH:26][CH:25]=1. (5) The reactants are: [Cl:1][C:2]1[N:7]=[CH:6][C:5]2[C@:8]3([C@H:36]([CH2:37][C:38]([CH3:41])([CH3:40])[CH3:39])[N:18]4[C@H:19]([CH2:34][CH3:35])[N:20]([C:23]5[CH:31]=[CH:30][C:26]([C:27]([NH2:29])=[O:28])=[CH:25][C:24]=5[O:32][CH3:33])[C:21](=[O:22])[C@H:17]4[C@@H:16]3[C:42]3[CH:47]=[CH:46][CH:45]=[C:44]([Cl:48])[C:43]=3[F:49])[C:9](=[O:15])[N:10](C(O)CC)[C:4]=2[CH:3]=1.CCO.[OH-].[Na+]. Given the product [Cl:1][C:2]1[N:7]=[CH:6][C:5]2[C@:8]3([C@H:36]([CH2:37][C:38]([CH3:40])([CH3:41])[CH3:39])[N:18]4[C@H:19]([CH2:34][CH3:35])[N:20]([C:23]5[CH:31]=[CH:30][C:26]([C:27]([NH2:29])=[O:28])=[CH:25][C:24]=5[O:32][CH3:33])[C:21](=[O:22])[C@H:17]4[C@@H:16]3[C:42]3[CH:47]=[CH:46][CH:45]=[C:44]([Cl:48])[C:43]=3[F:49])[C:9](=[O:15])[NH:10][C:4]=2[CH:3]=1, predict the reactants needed to synthesize it. (6) The reactants are: C(N(CC)CC)C.C1(P(C2C=CC=CC=2)C2C=CC=CC=2)C=CC=CC=1.ClC(Cl)(Cl)C(Cl)(Cl)Cl.O[C:36]1[CH:41]=[CH:40][C:39]([OH:42])=[CH:38][C:37]=1[NH:43][C:44]([C:46]1[O:50][N:49]=[C:48]([O:51][CH2:52][C@@H:53]([NH:55][C:56](=[O:62])[O:57][C:58]([CH3:61])([CH3:60])[CH3:59])[CH3:54])[CH:47]=1)=[O:45]. Given the product [OH:42][C:39]1[CH:40]=[CH:41][C:36]2[O:45][C:44]([C:46]3[O:50][N:49]=[C:48]([O:51][CH2:52][C@@H:53]([NH:55][C:56](=[O:62])[O:57][C:58]([CH3:61])([CH3:60])[CH3:59])[CH3:54])[CH:47]=3)=[N:43][C:37]=2[CH:38]=1, predict the reactants needed to synthesize it. (7) Given the product [Cl:20][C:21]1[CH:29]=[C:28]([C:30]#[N:31])[CH:27]=[C:26]([Cl:32])[C:22]=1[C:23]([C:3]1[C:4]2[C:5](=[C:6]([NH:10][C:11]([CH:13]3[CH2:14][CH2:15]3)=[O:12])[N:7]=[CH:8][CH:9]=2)[NH:1][CH:2]=1)=[O:24], predict the reactants needed to synthesize it. The reactants are: [NH:1]1[C:5]2=[C:6]([NH:10][C:11]([CH:13]3[CH2:15][CH2:14]3)=[O:12])[N:7]=[CH:8][CH:9]=[C:4]2[CH:3]=[CH:2]1.[Cl-].[Al+3].[Cl-].[Cl-].[Cl:20][C:21]1[CH:29]=[C:28]([C:30]#[N:31])[CH:27]=[C:26]([Cl:32])[C:22]=1[C:23](Cl)=[O:24]. (8) Given the product [OH:2][C:3]1[C:8]2[CH:9]=[CH:10][O:11][C:7]=2[C:6]([CH:12]=[O:13])=[CH:5][CH:4]=1, predict the reactants needed to synthesize it. The reactants are: C[O:2][C:3]1[C:8]2[CH:9]=[CH:10][O:11][C:7]=2[C:6]([CH:12]=[O:13])=[CH:5][CH:4]=1.Cl.N1C=CC=CC=1.O.Cl.